This data is from Catalyst prediction with 721,799 reactions and 888 catalyst types from USPTO. The task is: Predict which catalyst facilitates the given reaction. (1) Reactant: [Cl:1][C:2]1[CH:3]=[C:4]([CH:18]=[CH:19][CH:20]=1)[C:5]([CH:7]([C:15](=[O:17])[CH3:16])C(OC(C)(C)C)=O)=[O:6]. Product: [Cl:1][C:2]1[CH:3]=[C:4]([C:5](=[O:6])[CH2:7][C:15](=[O:17])[CH3:16])[CH:18]=[CH:19][CH:20]=1. The catalyst class is: 55. (2) Reactant: [Br:1]Br.[Cl:3][C:4]1[CH:5]=[CH:6][C:7]2[N:8]([C:10]([C:14](=[O:16])[CH3:15])=[C:11]([CH3:13])[N:12]=2)[CH:9]=1. Product: [Br:1][CH2:15][C:14]([C:10]1[N:8]2[CH:9]=[C:4]([Cl:3])[CH:5]=[CH:6][C:7]2=[N:12][C:11]=1[CH3:13])=[O:16].[BrH:1]. The catalyst class is: 12. (3) Reactant: [F:1][C:2]1[CH:7]=[CH:6][C:5]([O:8][CH3:9])=[CH:4][C:3]=1[C:10]1[CH:15]=[CH:14][C:13]([CH:16]2[CH2:25][CH2:24][C:23]3[C:18](=[CH:19][C:20](OC(=O)CC)=[CH:21][CH:22]=3)[O:17]2)=[CH:12][CH:11]=1.[Li+].[OH-:32].Cl. Product: [F:1][C:2]1[CH:7]=[CH:6][C:5]([O:8][CH3:9])=[CH:4][C:3]=1[C:10]1[CH:15]=[CH:14][C:13]([CH:16]2[CH2:25][CH2:24][C:23]3[C:18](=[CH:19][C:20]([CH:4]([CH3:3])[C:5]([OH:8])=[O:32])=[CH:21][CH:22]=3)[O:17]2)=[CH:12][CH:11]=1. The catalyst class is: 87. (4) The catalyst class is: 57. Reactant: [F:1][C:2]1[CH:10]=[CH:9][C:8]([O:11][C:12]2[C:17]([CH:18]=[O:19])=[CH:16][CH:15]=[CH:14][N:13]=2)=[CH:7][C:3]=1[C:4]([OH:6])=[O:5].CC1C=CC(S([CH2:30][N+:31]#[C-:32])(=O)=O)=CC=1.C1CCN2C(=NCCC2)CC1. Product: [F:1][C:2]1[CH:10]=[CH:9][C:8]([O:11][C:12]2[C:17]([C:18]3[O:19][CH:32]=[N:31][CH:30]=3)=[CH:16][CH:15]=[CH:14][N:13]=2)=[CH:7][C:3]=1[C:4]([OH:6])=[O:5]. (5) Reactant: [C:1]([C:4]1[CH:26]=[CH:25][C:24]([C:27]2[CH:28]=[N:29][C:30]([C:33]([F:36])([F:35])[F:34])=[N:31][CH:32]=2)=[CH:23][C:5]=1[CH2:6][NH:7][C:8]([C@@H:10]1[CH2:14][C@@H:13]([F:15])[CH2:12][N:11]1C(OC(C)(C)C)=O)=[O:9])(=[O:3])[NH2:2].Cl.O1CCOCC1.CCN(CC)CC.[F:51][C:52]1[CH:57]=[CH:56][C:55]([S:58](Cl)(=[O:60])=[O:59])=[CH:54][CH:53]=1. Product: [C:1]([C:4]1[CH:26]=[CH:25][C:24]([C:27]2[CH:32]=[N:31][C:30]([C:33]([F:34])([F:36])[F:35])=[N:29][CH:28]=2)=[CH:23][C:5]=1[CH2:6][NH:7][C:8]([C@@H:10]1[CH2:14][C@@H:13]([F:15])[CH2:12][N:11]1[S:58]([C:55]1[CH:56]=[CH:57][C:52]([F:51])=[CH:53][CH:54]=1)(=[O:60])=[O:59])=[O:9])(=[O:3])[NH2:2]. The catalyst class is: 2. (6) Reactant: [N:1]1[CH:6]=[CH:5][CH:4]=[CH:3][CH:2]=1.[Cl:7][CH2:8][C:9]([OH:11])=[O:10]. Product: [Cl-:7].[C:9]([CH2:8][N+:1]1[CH:6]=[CH:5][CH:4]=[CH:3][CH:2]=1)([OH:11])=[O:10]. The catalyst class is: 13. (7) Reactant: Cl[CH:2]([CH3:8])[CH:3]([O:6]C)[O:4]C.Cl.C(=O)(O)[O-].[Na+].ClC(C)C=O.[CH3:20][NH2:21].[CH2:22]([C:29](O)=O)[C:23]([CH2:25][C:26]([OH:28])=[O:27])=O. Product: [C:3]([CH2:2][C:8]1[N:21]([CH3:20])[C:22]([CH3:29])=[CH:23][C:25]=1[C:26]([OH:28])=[O:27])([OH:6])=[O:4]. The catalyst class is: 127.